Predict the product of the given reaction. From a dataset of Forward reaction prediction with 1.9M reactions from USPTO patents (1976-2016). Given the reactants [C:1]([O:5][CH:6]([C:11]1[N:16]([CH3:17])[C:15](=[O:18])[C:14]2[NH:19][CH:20]=[CH:21][C:13]=2[C:12]=1[C:22]1[C:23]([CH3:32])=[C:24]2[C:29](=[CH:30][CH:31]=1)[O:28][CH2:27][CH2:26][CH2:25]2)[C:7]([O:9][CH3:10])=[O:8])([CH3:4])([CH3:3])[CH3:2].C([O-])([O-])=O.[Cs+].[Cs+].[F:39][C:40]1[CH:41]=[C:42]([CH:45]=[CH:46][C:47]=1[CH3:48])[CH2:43]Br, predict the reaction product. The product is: [C:1]([O:5][CH:6]([C:11]1[N:16]([CH3:17])[C:15](=[O:18])[C:14]2[N:19]([CH2:43][C:42]3[CH:45]=[CH:46][C:47]([CH3:48])=[C:40]([F:39])[CH:41]=3)[CH:20]=[CH:21][C:13]=2[C:12]=1[C:22]1[C:23]([CH3:32])=[C:24]2[C:29](=[CH:30][CH:31]=1)[O:28][CH2:27][CH2:26][CH2:25]2)[C:7]([O:9][CH3:10])=[O:8])([CH3:4])([CH3:3])[CH3:2].